Predict the product of the given reaction. From a dataset of Forward reaction prediction with 1.9M reactions from USPTO patents (1976-2016). (1) Given the reactants [N:1]([C@@H:4]1[CH2:9][CH2:8][C@@H:7]([C:10]([O:12][CH3:13])=[O:11])[CH2:6][C@H:5]1[O:14][C:15]([O:17]C1C=CC=CC=1)=O)=[N+]=[N-].C1(P(C2C=CC=CC=2)C2C=CC=CC=2)C=CC=CC=1, predict the reaction product. The product is: [O:17]=[C:15]1[NH:1][CH:4]2[CH2:9][CH2:8][CH:7]([C:10]([O:12][CH3:13])=[O:11])[CH2:6][CH:5]2[O:14]1. (2) Given the reactants Br[C:2]1[CH:3]=[CH:4][C:5]2[O:10][CH2:9][CH2:8][N:7]([C:11]3[S:12][C:13]4[CH2:14]C(C)(C)N[C:17](=O)[C:18]=4[N:19]=3)[C:6]=2[CH:23]=1.[CH3:24][C:25]1[CH:30]=[CH:29][C:28](B(O)O)=[CH:27][N:26]=1.C([O-])([O-])=O.[Na+].[Na+].[OH2:40], predict the reaction product. The product is: [CH3:5][C:6]1([CH3:23])[NH:7][C:14](=[O:40])[C:13]2[S:12][C:11]([N:7]3[C:6]4[CH:23]=[C:2]([C:28]5[CH:27]=[N:26][C:25]([CH3:24])=[CH:30][CH:29]=5)[CH:3]=[CH:4][C:5]=4[O:10][CH2:9][CH2:8]3)=[N:19][C:18]=2[CH2:17]1.